Predict the product of the given reaction. From a dataset of Forward reaction prediction with 1.9M reactions from USPTO patents (1976-2016). (1) Given the reactants [N:1]1([C:7]2[N:12]=[C:11]([N:13]3[CH2:18][CH2:17][O:16][CH2:15][CH2:14]3)[N:10]=[C:9]([C:19]3[CH:25]=[CH:24][C:22]([NH2:23])=[CH:21][CH:20]=3)[N:8]=2)[CH2:6][CH2:5][O:4][CH2:3][CH2:2]1.[F:26][C:27]1[CH:32]=[C:31]([F:33])[CH:30]=[CH:29][C:28]=1[N:34]=[C:35]=[O:36], predict the reaction product. The product is: [F:26][C:27]1[CH:32]=[C:31]([F:33])[CH:30]=[CH:29][C:28]=1[NH:34][C:35]([NH:23][C:22]1[CH:24]=[CH:25][C:19]([C:9]2[N:8]=[C:7]([N:1]3[CH2:2][CH2:3][O:4][CH2:5][CH2:6]3)[N:12]=[C:11]([N:13]3[CH2:18][CH2:17][O:16][CH2:15][CH2:14]3)[N:10]=2)=[CH:20][CH:21]=1)=[O:36]. (2) Given the reactants Cl[C:2]1[CH:7]=[C:6]([C:8]([O:10][CH3:11])=[O:9])[CH:5]=[CH:4][N:3]=1.C([Sn](CCCC)(CCCC)[C:17]1[N:18]=[CH:19][N:20]([C:22]([C:35]2[CH:40]=[CH:39][CH:38]=[CH:37][CH:36]=2)([C:29]2[CH:34]=[CH:33][CH:32]=[CH:31][CH:30]=2)[C:23]2[CH:28]=[CH:27][CH:26]=[CH:25][CH:24]=2)[CH:21]=1)CCC, predict the reaction product. The product is: [C:35]1([C:22]([C:23]2[CH:24]=[CH:25][CH:26]=[CH:27][CH:28]=2)([C:29]2[CH:30]=[CH:31][CH:32]=[CH:33][CH:34]=2)[N:20]2[CH:21]=[C:17]([C:2]3[CH:7]=[C:6]([C:8]([O:10][CH3:11])=[O:9])[CH:5]=[CH:4][N:3]=3)[N:18]=[CH:19]2)[CH:40]=[CH:39][CH:38]=[CH:37][CH:36]=1. (3) The product is: [CH3:23][C:13]1([CH2:14][CH2:15][C:16]([O:18][C:19]([CH3:22])([CH3:21])[CH3:20])=[O:17])[O:24][C:4]2=[N:8][C:7]([N+:9]([O-:11])=[O:10])=[CH:6][N:5]2[CH2:12]1. Given the reactants [H-].[Na+].Cl[C:4]1[N:5]([CH2:12][C:13]([OH:24])([CH3:23])[CH2:14][CH2:15][C:16]([O:18][C:19]([CH3:22])([CH3:21])[CH3:20])=[O:17])[CH:6]=[C:7]([N+:9]([O-:11])=[O:10])[N:8]=1, predict the reaction product. (4) Given the reactants [CH2:1]([O:8][C:9]1[CH:10]=[CH:11][C:12]([CH:22]=[O:23])=[C:13]([N:15]([CH2:18][CH:19]([OH:21])[CH3:20])C=O)[CH:14]=1)[C:2]1[CH:7]=[CH:6][CH:5]=[CH:4][CH:3]=1.[OH-].[Na+], predict the reaction product. The product is: [CH2:1]([O:8][C:9]1[CH:10]=[CH:11][C:12]([CH:22]=[O:23])=[C:13]([NH:15][CH2:18][CH:19]([OH:21])[CH3:20])[CH:14]=1)[C:2]1[CH:7]=[CH:6][CH:5]=[CH:4][CH:3]=1. (5) Given the reactants [Na:1].[CH:2]1[C:11]2[C:6](=[CH:7][CH:8]=[CH:9][CH:10]=2)[CH:5]=[CH:4][CH:3]=1.[CH3:12][O:13][CH2:14][CH2:15][O:16][CH3:17], predict the reaction product. The product is: [Na:1].[CH:10]1[C:11]2[C:6](=[CH:5][CH:4]=[CH:3][CH:2]=2)[CH:7]=[CH:8][CH:9]=1.[CH3:12][O:13][CH2:14][CH2:15][O:16][CH3:17]. (6) Given the reactants [C:1]([C:3]1[CH:8]=[CH:7][C:6]([CH:9]([O:34][C:35](=[O:37])[CH3:36])[C:10]2[N:11]=[CH:12][N:13](C(C3C=CC=CC=3)(C3C=CC=CC=3)C3C=CC=CC=3)[CH:14]=2)=[CH:5][C:4]=1[F:38])#[N:2].S(OC)(O[CH3:43])(=O)=O, predict the reaction product. The product is: [C:1]([C:3]1[CH:8]=[CH:7][C:6]([CH:9]([O:34][C:35](=[O:37])[CH3:36])[C:10]2[N:11]([CH3:43])[CH:12]=[N:13][CH:14]=2)=[CH:5][C:4]=1[F:38])#[N:2]. (7) Given the reactants [O:1]1[CH:5]=[CH:4][CH:3]=[C:2]1[C:6]1[N:7]=[C:8]([NH:17][C:18]([C:20]2[CH:25]=[CH:24][N:23]=[CH:22][CH:21]=2)=[O:19])[S:9][C:10]=1[C:11](=[O:16])N(OC)C.[CH2:26]([Mg]Br)[CH2:27][CH3:28].[Cl-].[NH4+], predict the reaction product. The product is: [C:11]([C:10]1[S:9][C:8]([NH:17][C:18]([C:20]2[CH:21]=[CH:22][N:23]=[CH:24][CH:25]=2)=[O:19])=[N:7][C:6]=1[C:2]1[O:1][CH:5]=[CH:4][CH:3]=1)(=[O:16])[CH2:26][CH2:27][CH3:28]. (8) Given the reactants Cl.[CH3:2][N:3]([CH3:21])[C:4]1([C:14]2[CH:15]=[C:16]([CH3:20])[CH:17]=[CH:18][CH:19]=2)[CH2:13][CH2:12][C:7]2(OCC[O:8]2)[CH2:6][CH2:5]1.Cl, predict the reaction product. The product is: [CH3:2][N:3]([CH3:21])[C:4]1([C:14]2[CH:15]=[C:16]([CH3:20])[CH:17]=[CH:18][CH:19]=2)[CH2:13][CH2:12][C:7](=[O:8])[CH2:6][CH2:5]1.